The task is: Predict the reactants needed to synthesize the given product.. This data is from Full USPTO retrosynthesis dataset with 1.9M reactions from patents (1976-2016). Given the product [C:10]1([C:20]2[CH:21]=[CH:22][CH:23]=[CH:24][CH:25]=2)[CH:11]=[CH:12][C:13](/[CH:16]=[CH:17]/[CH2:18][NH:9][C@@H:7]([C:1]2[CH:6]=[CH:5][CH:4]=[CH:3][CH:2]=2)[CH3:8])=[CH:14][CH:15]=1, predict the reactants needed to synthesize it. The reactants are: [C:1]1([C@H:7]([NH2:9])[CH3:8])[CH:6]=[CH:5][CH:4]=[CH:3][CH:2]=1.[C:10]1([C:20]2[CH:25]=[CH:24][CH:23]=[CH:22][CH:21]=2)[CH:15]=[CH:14][C:13]([CH:16]=[CH:17][CH:18]=O)=[CH:12][CH:11]=1.[BH4-].[Na+].